From a dataset of Forward reaction prediction with 1.9M reactions from USPTO patents (1976-2016). Predict the product of the given reaction. (1) Given the reactants [CH3:1][O:2][C:3](=[O:15])[C:4]1[CH:13]=[C:12]([OH:14])[CH:11]=[C:6]([C:7]([O:9][CH3:10])=[O:8])[CH:5]=1.C(O)[CH2:17][CH2:18][CH2:19][CH3:20].[C:22]1(C)[CH:27]=CC(S(O)(=O)=O)=[CH:24][CH:23]=1, predict the reaction product. The product is: [CH2:10]([O:9][C:7](=[O:8])[C:6]1[CH:11]=[C:12]([OH:14])[CH:13]=[C:4]([C:3]([O:2][CH2:1][CH2:20][CH2:19][CH2:18][CH3:17])=[O:15])[CH:5]=1)[CH2:27][CH2:22][CH2:23][CH3:24]. (2) Given the reactants [Cl:1][C:2]1[CH:3]=[C:4]2[C:8](=[CH:9][CH:10]=1)[NH:7][C:6](=[O:11])[C:5]2([C:27]1[CH:32]=[CH:31][CH:30]=[CH:29][C:28]=1[O:33][CH3:34])[CH2:12][C:13](=[O:26])[N:14]1[CH2:19][CH2:18][N:17]([C:20]2[CH:25]=[N:24][CH:23]=[CH:22][N:21]=2)[CH2:16][CH2:15]1.[CH3:35][O:36][C:37]1[CH:42]=[CH:41][C:40]([S:43](Cl)(=[O:45])=[O:44])=[C:39]([O:47][C:48]([F:51])([F:50])[F:49])[CH:38]=1, predict the reaction product. The product is: [Cl:1][C:2]1[CH:3]=[C:4]2[C:8](=[CH:9][CH:10]=1)[N:7]([S:43]([C:40]1[CH:41]=[CH:42][C:37]([O:36][CH3:35])=[CH:38][C:39]=1[O:47][C:48]([F:49])([F:50])[F:51])(=[O:45])=[O:44])[C:6](=[O:11])[C:5]2([C:27]1[CH:32]=[CH:31][CH:30]=[CH:29][C:28]=1[O:33][CH3:34])[CH2:12][C:13](=[O:26])[N:14]1[CH2:15][CH2:16][N:17]([C:20]2[CH:25]=[N:24][CH:23]=[CH:22][N:21]=2)[CH2:18][CH2:19]1. (3) Given the reactants C([Li])CCC.[F:6][C:7]1[CH:12]=[CH:11][CH:10]=[C:9]([F:13])[N:8]=1.[Br:14][C:15]1[CH:16]=[CH:17][C:18]([O:23][CH3:24])=[C:19]([CH:22]=1)[CH:20]=[O:21].[Cl-].[NH4+], predict the reaction product. The product is: [Br:14][C:15]1[CH:16]=[CH:17][C:18]([O:23][CH3:24])=[C:19]([CH:20]([C:12]2[C:7]([F:6])=[N:8][C:9]([F:13])=[CH:10][CH:11]=2)[OH:21])[CH:22]=1.